From a dataset of Catalyst prediction with 721,799 reactions and 888 catalyst types from USPTO. Predict which catalyst facilitates the given reaction. (1) Reactant: [CH2:1]1[O:5][C@@H:4]2[C@@H:6]([OH:9])[CH2:7][O:8][C@@H:3]2[C@@H:2]1[OH:10].C[C:12]([CH3:15])([O-])[CH3:13].[K+].[CH2:17](Br)[CH:18]=[CH2:19]. Product: [CH2:13]([O:10][C@@H:2]1[CH2:1][O:5][C@@H:4]2[C@@H:6]([O:9][CH2:19][CH:18]=[CH2:17])[CH2:7][O:8][C@H:3]12)[CH:12]=[CH2:15]. The catalyst class is: 3. (2) Reactant: [CH3:1][CH:2]([C:6]1[C:10]([CH2:11][CH2:12][CH2:13][OH:14])=[CH:9][N:8]([C:15]2[CH:20]=[CH:19][C:18]([C:21]([F:24])([F:23])[F:22])=[CH:17][N:16]=2)[N:7]=1)[CH2:3][CH2:4][CH3:5].O[C:26]1[C:31]([CH3:32])=[CH:30][CH:29]=[CH:28][C:27]=1[CH2:33][C:34]([O:36]C)=[O:35].C(P(CCCC)CCCC)CCC.N(C(N1CCCCC1)=O)=NC(N1CCCCC1)=O. Product: [CH3:32][C:31]1[C:26]([O:14][CH2:13][CH2:12][CH2:11][C:10]2[C:6]([CH:2]([CH3:1])[CH2:3][CH2:4][CH3:5])=[N:7][N:8]([C:15]3[CH:20]=[CH:19][C:18]([C:21]([F:24])([F:23])[F:22])=[CH:17][N:16]=3)[CH:9]=2)=[C:27]([CH2:33][C:34]([OH:36])=[O:35])[CH:28]=[CH:29][CH:30]=1. The catalyst class is: 7. (3) Reactant: C([O:5][C:6]([C@H:8]1[CH2:12][N:11]([CH2:13][C:14]2[CH:19]=[CH:18][C:17]([O:20][C:21]3[CH:26]=[CH:25][C:24]([F:27])=[CH:23][CH:22]=3)=[CH:16][CH:15]=2)[C:10](=[O:28])[NH:9]1)=[O:7])(C)(C)C.FC(F)(F)C(O)=O. Product: [F:27][C:24]1[CH:23]=[CH:22][C:21]([O:20][C:17]2[CH:18]=[CH:19][C:14]([CH2:13][N:11]3[CH2:12][C@H:8]([C:6]([OH:7])=[O:5])[NH:9][C:10]3=[O:28])=[CH:15][CH:16]=2)=[CH:26][CH:25]=1. The catalyst class is: 2. (4) Reactant: [Br:1][C:2]1[CH:10]=[CH:9][C:5]([C:6]([NH2:8])=[O:7])=[CH:4][CH:3]=1.C1OCCOCCOCCOCCOCCOC1.[H-].[Na+].[Cl:31][C:32]1[CH:47]=[CH:46][C:35]([N:36]=[CH:37][C:38]2[C:43]([F:44])=[CH:42][CH:41]=[CH:40][C:39]=2[F:45])=[CH:34][CH:33]=1. Product: [Br:1][C:2]1[CH:10]=[CH:9][C:5]([C:6]([NH:8][CH:37]([NH:36][C:35]2[CH:46]=[CH:47][C:32]([Cl:31])=[CH:33][CH:34]=2)[C:38]2[C:43]([F:44])=[CH:42][CH:41]=[CH:40][C:39]=2[F:45])=[O:7])=[CH:4][CH:3]=1. The catalyst class is: 3. (5) Reactant: [Cl:1][C:2]1[CH:3]=[C:4]([C:8]2([CH2:12][OH:13])[CH2:11][O:10][CH2:9]2)[CH:5]=[CH:6][CH:7]=1.CC(OI1(OC(C)=O)(OC(C)=O)OC(=O)C2C=CC=CC1=2)=O.C([O-])(O)=O.[Na+].[O-]S([O-])(=S)=O.[Na+].[Na+]. Product: [Cl:1][C:2]1[CH:3]=[C:4]([C:8]2([CH:12]=[O:13])[CH2:9][O:10][CH2:11]2)[CH:5]=[CH:6][CH:7]=1. The catalyst class is: 4. (6) Product: [CH3:1][O:2][C:3]1[C:12]2=[CH:11][CH:10]=[CH:9][C:8]3=[C:7]2[C:6]([O:13][C:15]2[CH:16]=[CH:17][CH:18]=[CH:19][C:20]=23)=[CH:5][CH:4]=1. Reactant: [CH3:1][O:2][C:3]1[C:12]2[C:7](=[CH:8][CH:9]=[CH:10][CH:11]=2)[C:6]([OH:13])=[CH:5][CH:4]=1.Br[C:15]1[CH:20]=[CH:19][CH:18]=[CH:17][C:16]=1Br.C(=O)([O-])[O-].[Cs+].[Cs+].C1(P(C2C=CC=CC=2)C2C=CC=CC=2)C=CC=CC=1. The catalyst class is: 613. (7) Reactant: C([O-])([O-])=O.[Na+].[Na+].[C:7]1([O:17][CH3:18])[C:8](=[CH:10][CH:11]=[C:12]([CH:16]=1)[CH:13]=[CH:14][CH3:15])[OH:9].[C:19](OC=C)(=O)[CH3:20].CCCCCC. Product: [CH:19]([O:9][C:8]1[C:7]([O:17][CH3:18])=[CH:16][C:12]([CH:13]=[CH:14][CH3:15])=[CH:11][CH:10]=1)=[CH2:20]. The catalyst class is: 11. (8) Reactant: CN(C(ON1N=NC2C=CC=NC1=2)=[N+](C)C)C.F[P-](F)(F)(F)(F)F.[F:25][C:26]1[CH:27]=[C:28]([C:33]2[CH:38]=[CH:37][C:36]([C:39]([OH:41])=O)=[C:35]([N+:42]([O-:44])=[O:43])[CH:34]=2)[CH:29]=[C:30]([F:32])[CH:31]=1.Cl.[NH2:46][C@@H:47]([CH:52]1[CH2:57][CH2:56][CH2:55][CH2:54][CH2:53]1)[C:48]([O:50][CH3:51])=[O:49].C(N(C(C)C)CC)(C)C. Product: [CH:52]1([C@H:47]([NH:46][C:39]([C:36]2[CH:37]=[CH:38][C:33]([C:28]3[CH:29]=[C:30]([F:32])[CH:31]=[C:26]([F:25])[CH:27]=3)=[CH:34][C:35]=2[N+:42]([O-:44])=[O:43])=[O:41])[C:48]([O:50][CH3:51])=[O:49])[CH2:57][CH2:56][CH2:55][CH2:54][CH2:53]1. The catalyst class is: 39. (9) Reactant: Br[C:2]1[C:3]([CH3:19])=[C:4]([Cl:18])[C:5]([O:8][CH2:9][CH2:10][N:11]2[CH2:16][CH2:15][N:14]([CH3:17])[CH2:13][CH2:12]2)=[N:6][CH:7]=1.C(=O)=O.CC(C)=O.[Li]CCCC.C(O[B:36]1[O:40][C:39]([CH3:42])([CH3:41])[C:38]([CH3:44])([CH3:43])[O:37]1)(C)C. Product: [Cl:18][C:4]1[C:5]([O:8][CH2:9][CH2:10][N:11]2[CH2:16][CH2:15][N:14]([CH3:17])[CH2:13][CH2:12]2)=[N:6][CH:7]=[C:2]([B:36]2[O:40][C:39]([CH3:42])([CH3:41])[C:38]([CH3:44])([CH3:43])[O:37]2)[C:3]=1[CH3:19]. The catalyst class is: 1.